Dataset: CYP2D6 inhibition data for predicting drug metabolism from PubChem BioAssay. Task: Regression/Classification. Given a drug SMILES string, predict its absorption, distribution, metabolism, or excretion properties. Task type varies by dataset: regression for continuous measurements (e.g., permeability, clearance, half-life) or binary classification for categorical outcomes (e.g., BBB penetration, CYP inhibition). Dataset: cyp2d6_veith. (1) The molecule is O=S1(=O)C=C(N2CCOCC2)c2ccccc21. The result is 0 (non-inhibitor). (2) The molecule is NC(=O)NCc1ccc(Cl)cc1. The result is 0 (non-inhibitor). (3) The molecule is Cc1ccc(C(C(=O)NCc2ccco2)N(C(=O)CNC(=O)c2cccs2)c2ccccc2C)cc1. The result is 0 (non-inhibitor). (4) The compound is O=C(O)C1CCN(S(=O)(=O)c2cccnc2)CC1. The result is 0 (non-inhibitor). (5) The compound is CSC1=N/C(=C\c2ccc(Br)o2)C(=O)S1. The result is 0 (non-inhibitor). (6) The compound is CCCn1nc(Oc2nc(NCC)nc(NCC)n2)ccc1=O. The result is 0 (non-inhibitor).